From a dataset of Forward reaction prediction with 1.9M reactions from USPTO patents (1976-2016). Predict the product of the given reaction. (1) Given the reactants C(O[C:6](=[O:38])[NH:7][C:8]1([C:14](=[O:37])[NH:15][C:16]2[CH:21]=[CH:20][C:19]([C:22]3[CH:27]=[CH:26][CH:25]=[CH:24][C:23]=3[S:28](=[O:35])(=[O:34])[NH:29]C(C)(C)C)=[CH:18][C:17]=2[F:36])[CH2:13][CH2:12][S:11][CH2:10][CH2:9]1)(C)(C)C.C(O)(C(F)(F)F)=O.C(N(CC)CC)C.[Cl:53][C:54]1[CH:59]=[CH:58][C:57]([N:60]=C=O)=[CH:56][CH:55]=1, predict the reaction product. The product is: [F:36][C:17]1[CH:18]=[C:19]([C:22]2[CH:27]=[CH:26][CH:25]=[CH:24][C:23]=2[S:28](=[O:34])(=[O:35])[NH2:29])[CH:20]=[CH:21][C:16]=1[NH:15][C:14]([C:8]1([NH:7][C:6]([NH:60][C:57]2[CH:58]=[CH:59][C:54]([Cl:53])=[CH:55][CH:56]=2)=[O:38])[CH2:9][CH2:10][S:11][CH2:12][CH2:13]1)=[O:37]. (2) Given the reactants C(OC([N:8]([CH2:39][C:40]([O:42]C(C)(C)C)=[O:41])[C:9]1[CH:14]=[CH:13][CH:12]=[C:11]([CH:15]([S:29]([C:32]2[CH:37]=[CH:36][C:35]([F:38])=[CH:34][CH:33]=2)(=[O:31])=[O:30])[NH:16][CH2:17][C:18]2[CH:23]=[CH:22][C:21]([N:24]3[CH:28]=[CH:27][CH:26]=[N:25]3)=[CH:20][CH:19]=2)[N:10]=1)=O)(C)(C)C.C(OC(N(CC(OC(C)(C)C)=O)C1C=CC=C(C(CC2C=CC(N3C=CC=N3)=CC=2)NS(C2C=CC=CN=2)(=O)=O)N=1)=O)(C)(C)C, predict the reaction product. The product is: [F:38][C:35]1[CH:36]=[CH:37][C:32]([S:29]([CH:15]([NH:16][CH2:17][C:18]2[CH:23]=[CH:22][C:21]([N:24]3[CH:28]=[CH:27][CH:26]=[N:25]3)=[CH:20][CH:19]=2)[C:11]2[N:10]=[C:9]([NH:8][CH2:39][C:40]([OH:42])=[O:41])[CH:14]=[CH:13][CH:12]=2)(=[O:30])=[O:31])=[CH:33][CH:34]=1. (3) Given the reactants [CH:1]1([C:4]2[C:5]([CH2:18][N:19]3[CH2:24][CH2:23][CH2:22][C@H:21]([O:25][C:26]4[CH:31]=[C:30]([Cl:32])[CH:29]=[C:28]([Cl:33])[CH:27]=4)[CH2:20]3)=[CH:6][C:7]([F:17])=[C:8]([CH:16]=2)[C:9]([O:11]C(C)(C)C)=[O:10])[CH2:3][CH2:2]1.C1(C2C(CN3CCC[C@@H](OC4C=C(Cl)C=C(Cl)C=4)C3)=CC(F)=C(C=2)C(OC(C)(C)C)=O)CC1, predict the reaction product. The product is: [CH:1]1([C:4]2[C:5]([CH2:18][N:19]3[CH2:24][CH2:23][CH2:22][C@@H:21]([O:25][C:26]4[CH:31]=[C:30]([Cl:32])[CH:29]=[C:28]([Cl:33])[CH:27]=4)[CH2:20]3)=[CH:6][C:7]([F:17])=[C:8]([CH:16]=2)[C:9]([OH:11])=[O:10])[CH2:3][CH2:2]1. (4) Given the reactants C(OC([N:8]1[CH2:12][CH2:11][CH2:10][CH:9]1[CH2:13][NH:14][C:15]1[N:20]=[CH:19][C:18]([C:21]#[C:22][C:23]2[CH:28]=[CH:27][CH:26]=[C:25]([NH:29][C:30]([NH:32][C:33]3[CH:37]=[C:36]([C:38]([CH3:41])([CH3:40])[CH3:39])[O:35][N:34]=3)=[O:31])[CH:24]=2)=[CH:17][N:16]=1)=O)(C)(C)C, predict the reaction product. The product is: [C:38]([C:36]1[O:35][N:34]=[C:33]([NH:32][C:30]([NH:29][C:25]2[CH:26]=[CH:27][CH:28]=[C:23]([C:22]#[C:21][C:18]3[CH:19]=[N:20][C:15]([NH:14][CH2:13][CH:9]4[CH2:10][CH2:11][CH2:12][NH:8]4)=[N:16][CH:17]=3)[CH:24]=2)=[O:31])[CH:37]=1)([CH3:41])([CH3:39])[CH3:40]. (5) Given the reactants [CH2:1]([N:3]1[C:12]2[C:7](=[CH:8][C:9]([NH:14][C:15]3C=[CH:19][C:18](OC)=[CH:17][C:16]=3[CH3:23])=[CH:10][C:11]=2[CH3:13])[C:6](=[O:24])[CH:5]([C:25]([O:27]C)=[O:26])[C:4]1=[O:29])[CH3:2].[OH-].[Na+].C(#[N:34])C, predict the reaction product. The product is: [CH2:1]([N:3]1[C:12]2[C:7](=[CH:8][C:9]([NH:14][C:15]3[C:16]([CH3:23])=[CH:17][CH:18]=[CH:19][N:34]=3)=[CH:10][C:11]=2[CH3:13])[C:6](=[O:24])[CH:5]([C:25]([OH:27])=[O:26])[C:4]1=[O:29])[CH3:2].